This data is from Full USPTO retrosynthesis dataset with 1.9M reactions from patents (1976-2016). The task is: Predict the reactants needed to synthesize the given product. Given the product [N:26]1([CH2:25][CH2:24][O:23][C:19]2[CH:18]=[C:17]([C:13]([CH2:14][CH2:15][CH3:16])=[C:12]([C:31]3[CH:32]=[CH:33][C:34]([OH:37])=[CH:35][CH:36]=3)[C:9]3[CH:10]=[CH:11][C:6]([OH:5])=[CH:7][CH:8]=3)[CH:22]=[CH:21][CH:20]=2)[CH2:30][CH2:29][CH2:28][CH2:27]1, predict the reactants needed to synthesize it. The reactants are: CC(C)(C)C([O:5][C:6]1[CH:11]=[CH:10][C:9]([C:12]([C:31]2[CH:36]=[CH:35][C:34]([O:37]C(=O)C(C)(C)C)=[CH:33][CH:32]=2)=[C:13]([C:17]2[CH:22]=[CH:21][CH:20]=[C:19]([O:23][CH2:24][CH2:25][N:26]3[CH2:30][CH2:29][CH2:28][CH2:27]3)[CH:18]=2)[CH2:14][CH2:15][CH3:16])=[CH:8][CH:7]=1)=O.C1COCC1.